Task: Predict the product of the given reaction.. Dataset: Forward reaction prediction with 1.9M reactions from USPTO patents (1976-2016) (1) Given the reactants [Si]([O:8][C@@H:9]1[C:17]2[C:12](=[C:13]([C:18]3[S:22][C:21]([C:23]4[CH:24]=[CH:25][C:26]([O:31][CH:32]([CH3:34])[CH3:33])=[C:27]([CH:30]=4)[C:28]#[N:29])=[N:20][N:19]=3)[CH:14]=[CH:15][CH:16]=2)[CH2:11][CH2:10]1)(C(C)(C)C)(C)C.[F-].C([N+](CCCC)(CCCC)CCCC)CCC, predict the reaction product. The product is: [OH:8][C@@H:9]1[C:17]2[C:12](=[C:13]([C:18]3[S:22][C:21]([C:23]4[CH:24]=[CH:25][C:26]([O:31][CH:32]([CH3:34])[CH3:33])=[C:27]([CH:30]=4)[C:28]#[N:29])=[N:20][N:19]=3)[CH:14]=[CH:15][CH:16]=2)[CH2:11][CH2:10]1. (2) Given the reactants [NH:1]1[C:9]2[C:4](=[CH:5][CH:6]=[CH:7][CH:8]=2)[CH:3]=[C:2]1[CH:10]([CH3:16])[C:11]([O:13][CH2:14][CH3:15])=[O:12].[N+:17]([O-])([O-:19])=[O:18].[Na+], predict the reaction product. The product is: [N+:17]([C:6]1[CH:5]=[C:4]2[C:9](=[CH:8][CH:7]=1)[NH:1][C:2]([CH:10]([CH3:16])[C:11]([O:13][CH2:14][CH3:15])=[O:12])=[CH:3]2)([O-:19])=[O:18]. (3) Given the reactants [C:1]([C:4]1[CH:5]=[CH:6][C:7]2[N:11]=[C:10]([CH:12]3[CH2:14][CH2:13]3)[N:9]([CH2:15][C:16]3[CH:21]=[CH:20][CH:19]=[CH:18][C:17]=3[Cl:22])[C:8]=2[CH:23]=1)(O)=[O:2].C(Cl)(=O)C([Cl:27])=O, predict the reaction product. The product is: [ClH:22].[Cl:22][C:17]1[CH:18]=[CH:19][CH:20]=[CH:21][C:16]=1[CH2:15][N:9]1[C:8]2[CH:23]=[C:4]([C:1]([Cl:27])=[O:2])[CH:5]=[CH:6][C:7]=2[N:11]=[C:10]1[CH:12]1[CH2:14][CH2:13]1. (4) Given the reactants I[C:2]1[CH:11]=[CH:10][CH:9]=[C:8]2[C:3]=1[CH:4]=[CH:5][C:6](Cl)=[N:7]2.[CH3:13][C:14]1[O:18][C:17]([CH2:19][NH2:20])=[CH:16][CH:15]=1.[NH2:21][C:22]1[CH:27]=[CH:26][N:25]=[CH:24][CH:23]=1, predict the reaction product. The product is: [CH3:13][C:14]1[O:18][C:17]([CH2:19][NH:20][C:6]2[CH:5]=[CH:4][C:3]3[C:2]([NH:21][C:22]4[CH:27]=[CH:26][N:25]=[CH:24][CH:23]=4)=[CH:11][CH:10]=[CH:9][C:8]=3[N:7]=2)=[CH:16][CH:15]=1. (5) Given the reactants [Br:1][C:2]1[C:3]([F:12])=[C:4]([CH:8]=[C:9]([Cl:11])[CH:10]=1)C(O)=O.C1(P(N=[N+]=[N-])(C2C=CC=CC=2)=[O:20])C=CC=CC=1.CC[N:32]([CH:36](C)C)C(C)C.[C:39]([OH:43])([CH3:42])([CH3:41])[CH3:40].C1(C)C=CC=CC=1, predict the reaction product. The product is: [Br:1][C:2]1[C:3]([F:12])=[C:4]([NH:32][C:36](=[O:20])[O:43][C:39]([CH3:42])([CH3:41])[CH3:40])[CH:8]=[C:9]([Cl:11])[CH:10]=1.